From a dataset of NCI-60 drug combinations with 297,098 pairs across 59 cell lines. Regression. Given two drug SMILES strings and cell line genomic features, predict the synergy score measuring deviation from expected non-interaction effect. Drug 1: CC(C1=C(C=CC(=C1Cl)F)Cl)OC2=C(N=CC(=C2)C3=CN(N=C3)C4CCNCC4)N. Drug 2: CC1OCC2C(O1)C(C(C(O2)OC3C4COC(=O)C4C(C5=CC6=C(C=C35)OCO6)C7=CC(=C(C(=C7)OC)O)OC)O)O. Cell line: NCI-H226. Synergy scores: CSS=17.3, Synergy_ZIP=-3.05, Synergy_Bliss=0.584, Synergy_Loewe=-0.536, Synergy_HSA=1.58.